This data is from Forward reaction prediction with 1.9M reactions from USPTO patents (1976-2016). The task is: Predict the product of the given reaction. (1) Given the reactants [CH2:1]([NH2:9])[CH2:2][C:3]1[CH:8]=[CH:7][CH:6]=[CH:5][CH:4]=1.[CH2:10]([O:17][C:18]1[CH:23]=[CH:22][C:21]([NH:24][C:25](=[O:31])[C:26](OCC)=[O:27])=[CH:20][C:19]=1[F:32])[C:11]1[CH:16]=[CH:15][CH:14]=[CH:13][CH:12]=1, predict the reaction product. The product is: [CH2:10]([O:17][C:18]1[CH:23]=[CH:22][C:21]([NH:24][C:25](=[O:31])[C:26]([NH:9][CH2:1][CH2:2][C:3]2[CH:8]=[CH:7][CH:6]=[CH:5][CH:4]=2)=[O:27])=[CH:20][C:19]=1[F:32])[C:11]1[CH:12]=[CH:13][CH:14]=[CH:15][CH:16]=1. (2) Given the reactants [CH3:1][O:2][CH2:3][CH2:4][CH2:5][O:6][C:7]1[CH:8]=[C:9]([CH:22]=[CH:23][C:24]=1[O:25][CH3:26])[CH2:10][C@H:11]([CH:19]([CH3:21])[CH3:20])[CH2:12][C@H:13]([NH2:18])[C:14]([O:16][CH3:17])=[O:15].[CH3:27][C:28]([O:31][C:32](O[C:32]([O:31][C:28]([CH3:30])([CH3:29])[CH3:27])=[O:33])=[O:33])([CH3:30])[CH3:29], predict the reaction product. The product is: [CH3:17][O:16][C:14]([C@@H:13]([NH:18][C:32](=[O:33])[O:31][C:28]([CH3:30])([CH3:29])[CH3:27])[CH2:12][C@H:11]([CH2:10][C:9]1[CH:22]=[CH:23][C:24]([O:25][CH3:26])=[C:7]([O:6][CH2:5][CH2:4][CH2:3][O:2][CH3:1])[CH:8]=1)[CH:19]([CH3:21])[CH3:20])=[O:15].